Dataset: Full USPTO retrosynthesis dataset with 1.9M reactions from patents (1976-2016). Task: Predict the reactants needed to synthesize the given product. (1) Given the product [S:35]([C:29]1[CH:34]=[CH:33][CH:32]=[CH:31][CH:30]=1)([OH:38])(=[O:37])=[O:36].[S:35]([C:29]1[CH:34]=[CH:33][CH:32]=[CH:31][CH:30]=1)([OH:38])(=[O:37])=[O:36].[Cl:1][C:2]1[CH:28]=[CH:27][C:5]2[N:6]3[C:10]([CH2:11][N:12]([CH3:14])[CH2:13][C:4]=2[CH:3]=1)=[N:9][N:8]=[C:7]3[CH:15]1[CH2:16][CH2:17][N:18]([C:21]2[CH:26]=[CH:25][CH:24]=[CH:23][N:22]=2)[CH2:19][CH2:20]1, predict the reactants needed to synthesize it. The reactants are: [Cl:1][C:2]1[CH:28]=[CH:27][C:5]2[N:6]3[C:10]([CH2:11][N:12]([CH3:14])[CH2:13][C:4]=2[CH:3]=1)=[N:9][N:8]=[C:7]3[CH:15]1[CH2:20][CH2:19][N:18]([C:21]2[CH:26]=[CH:25][CH:24]=[CH:23][N:22]=2)[CH2:17][CH2:16]1.[C:29]1([S:35]([OH:38])(=[O:37])=[O:36])[CH:34]=[CH:33][CH:32]=[CH:31][CH:30]=1. (2) Given the product [C:22]([CH2:21][N:4]1[CH2:5][CH2:6][N:1]([C:7]([O:9][C:10]([CH3:13])([CH3:12])[CH3:11])=[O:8])[CH2:2][CH2:3]1)#[N:23], predict the reactants needed to synthesize it. The reactants are: [N:1]1([C:7]([O:9][C:10]([CH3:13])([CH3:12])[CH3:11])=[O:8])[CH2:6][CH2:5][NH:4][CH2:3][CH2:2]1.C(=O)([O-])[O-].[K+].[K+].Br[CH2:21][C:22]#[N:23]. (3) Given the product [CH3:41][C:32]1[CH:33]=[C:34]([CH:35]=[CH:36][CH:37]=1)[C:38]([NH:10][C:11]1[N:16]([CH3:17])[C:15](=[O:18])[NH:14][C:13](=[O:19])[C:12]=1[NH:20][CH2:21][C:22]1[CH:27]=[CH:26][C:25]([C:28]([F:30])([F:31])[F:29])=[CH:24][CH:23]=1)=[O:39], predict the reactants needed to synthesize it. The reactants are: CCN(C(C)C)C(C)C.[NH2:10][C:11]1[N:16]([CH3:17])[C:15](=[O:18])[NH:14][C:13](=[O:19])[C:12]=1[NH:20][CH2:21][C:22]1[CH:27]=[CH:26][C:25]([C:28]([F:31])([F:30])[F:29])=[CH:24][CH:23]=1.[C:32]1([CH3:41])[CH:37]=[CH:36][CH:35]=[C:34]([C:38](Cl)=[O:39])[CH:33]=1. (4) Given the product [CH2:8]([N:15]1[CH2:20][CH2:19][CH:18]=[C:17]([CH2:21][CH2:22][C:23]([NH:7][C:2]2[CH:3]=[CH:4][CH:5]=[CH:6][N:1]=2)=[O:24])[C:16]1=[O:26])[C:9]1[CH:10]=[CH:11][CH:12]=[CH:13][CH:14]=1, predict the reactants needed to synthesize it. The reactants are: [N:1]1[CH:6]=[CH:5][CH:4]=[CH:3][C:2]=1[NH2:7].[CH2:8]([N:15]1[CH2:20][CH2:19][CH:18]=[C:17]([CH2:21][CH2:22][C:23](O)=[O:24])[C:16]1=[O:26])[C:9]1[CH:14]=[CH:13][CH:12]=[CH:11][CH:10]=1. (5) Given the product [CH3:1][C:2]1[CH:25]=[CH:24][C:5]([C:6]([NH:8][CH:9]([NH:14][C:15]([NH:17][C:18]2[CH:19]=[N:20][CH:21]=[CH:22][CH:23]=2)=[O:26])[C:10]([Cl:13])([Cl:12])[Cl:11])=[O:7])=[CH:4][CH:3]=1, predict the reactants needed to synthesize it. The reactants are: [CH3:1][C:2]1[CH:25]=[CH:24][C:5]([C:6]([NH:8][CH:9]([NH:14][C:15]([NH:17][C:18]2[CH:19]=[N:20][CH:21]=[CH:22][CH:23]=2)=S)[C:10]([Cl:13])([Cl:12])[Cl:11])=[O:7])=[CH:4][CH:3]=1.[OH:26]O. (6) Given the product [CH2:19]1[C:12]2[C:13]3[CH:14]=[CH:15][CH:16]=[CH:17][C:18]=3[N:10]([CH2:9][CH2:8][NH:1][C:2]3[CH:7]=[CH:6][CH:5]=[CH:4][CH:3]=3)[C:11]=2[CH2:23][CH2:22][NH:21][CH2:20]1, predict the reactants needed to synthesize it. The reactants are: [NH:1]([C:8](=O)[CH2:9][N:10]1[C:18]2[CH:17]=[CH:16][CH:15]=[CH:14][C:13]=2[C:12]2[CH2:19][CH2:20][N:21](C(OC(C)(C)C)=O)[CH2:22][CH2:23][C:11]1=2)[C:2]1[CH:7]=[CH:6][CH:5]=[CH:4][CH:3]=1.[H-].[H-].[H-].[H-].[Li+].[Al+3].